Dataset: TCR-epitope binding with 47,182 pairs between 192 epitopes and 23,139 TCRs. Task: Binary Classification. Given a T-cell receptor sequence (or CDR3 region) and an epitope sequence, predict whether binding occurs between them. (1) The epitope is RILGAGCFV. The TCR CDR3 sequence is CAAQDSNTGELFF. Result: 0 (the TCR does not bind to the epitope). (2) The epitope is KLNVGDYFV. The TCR CDR3 sequence is CASSDPTGTGANVLTF. Result: 0 (the TCR does not bind to the epitope). (3) Result: 0 (the TCR does not bind to the epitope). The TCR CDR3 sequence is CASSLMGSNYGYTF. The epitope is FPRPWLHGL. (4) The epitope is NQKLIANQF. The TCR CDR3 sequence is CASSFNSDSIQETQYF. Result: 0 (the TCR does not bind to the epitope). (5) The epitope is LPPIVAKEI. The TCR CDR3 sequence is CASSQFGNQETQYF. Result: 0 (the TCR does not bind to the epitope). (6) The epitope is SGPLKAEIAQRLED. The TCR CDR3 sequence is CASSMGGEQYF. Result: 0 (the TCR does not bind to the epitope). (7) The epitope is KLMNIQQKL. The TCR CDR3 sequence is CASSSRLGPTNQETQYF. Result: 0 (the TCR does not bind to the epitope). (8) The epitope is RLRAEAQVK. The TCR CDR3 sequence is CASSLAESNEQFF. Result: 0 (the TCR does not bind to the epitope). (9) The epitope is FPRPWLHGL. The TCR CDR3 sequence is CASSQQQGARSNQPQHF. Result: 0 (the TCR does not bind to the epitope). (10) The epitope is KLFIRQEEV. The TCR CDR3 sequence is CASSPPGTKSNEQFF. Result: 0 (the TCR does not bind to the epitope).